Dataset: Cav3 T-type calcium channel HTS with 100,875 compounds. Task: Binary Classification. Given a drug SMILES string, predict its activity (active/inactive) in a high-throughput screening assay against a specified biological target. (1) The molecule is O=C(N1CCCN(c2nc3c(nc12)cccc3)C)c1c2c([nH]c(=O)c1)cccc2. The result is 0 (inactive). (2) The compound is S(CC(=O)N(C(C)C)C(C)C)c1n(c2c(n1)cccc2)Cc1ccccc1. The result is 0 (inactive). (3) The drug is S1(=O)(=O)N(CCC(=O)Nc2cc(NC(=O)C(C)C)ccc2)C(=O)c2c1cccc2. The result is 0 (inactive). (4) The compound is O=c1n(CCCO)c(=O)[nH]c2c1cccc2. The result is 0 (inactive). (5) The compound is S1c2c(nc(SCC(=O)Nc3sc(c(c3C(OCC)=O)C)C(OCC)=O)n(c2=O)c2ccc(cc2)C)CC1. The result is 0 (inactive). (6) The drug is O=C1N2CCCCCC2=N/C1=C/c1cc(OC)c(O)cc1. The result is 0 (inactive). (7) The molecule is o1c(c(C(=O)NC(CCc2ccccc2)C)cc1)C. The result is 0 (inactive). (8) The compound is s1c2ncn3c(nnc3)c2c(c1C)C. The result is 0 (inactive).